Predict the reaction yield, written as a fraction of the theoretical maximum amount of product (1.0 means a 100% yield; for example, 0.34 means a 34% yield). From a dataset of Reaction yield outcomes from USPTO patents with 853,638 reactions. (1) The reactants are CN([CH:4]=[C:5]1[C:11](=O)[C:10]2[CH:13]=[C:14]([F:17])[CH:15]=[CH:16][C:9]=2[NH:8][C:7](=[O:18])[CH2:6]1)C.Cl.[CH3:20][C:21]([CH3:26])([CH3:25])[C:22]([NH2:24])=[NH:23]. No catalyst specified. The product is [CH3:20][C:21]([C:22]1[N:23]=[CH:4][C:5]2[CH2:6][C:7](=[O:18])[NH:8][C:9]3[CH:16]=[CH:15][C:14]([F:17])=[CH:13][C:10]=3[C:11]=2[N:24]=1)([CH3:26])[CH3:25]. The yield is 0.540. (2) The reactants are Cl[CH2:2][C:3]([NH:5][C:6]1[CH:19]=[CH:18][C:17]2[C:16](=[O:20])[C:15]3[C:10](=[CH:11][C:12]([NH:21][C:22](=[O:25])[CH2:23]Cl)=[CH:13][CH:14]=3)[C:9](=[O:26])[C:8]=2[CH:7]=1)=[O:4].[CH2:27]([NH2:31])[CH:28]([CH3:30])[CH3:29].[N:32]1[CH:37]=[CH:36][CH:35]=CC=1.[CH3:38]N(C)C=O. No catalyst specified. The product is [CH2:27]([NH:31][CH2:2][C:3]([NH:5][C:6]1[CH:19]=[CH:18][C:17]2[C:16](=[O:20])[C:15]3[C:10](=[CH:11][C:12]([NH:21][C:22](=[O:25])[CH2:23][NH:32][CH2:37][CH:36]([CH3:38])[CH3:35])=[CH:13][CH:14]=3)[C:9](=[O:26])[C:8]=2[CH:7]=1)=[O:4])[CH:28]([CH3:30])[CH3:29]. The yield is 0.730.